From a dataset of Full USPTO retrosynthesis dataset with 1.9M reactions from patents (1976-2016). Predict the reactants needed to synthesize the given product. (1) Given the product [O:1]1[C:11]2[C:6](=[CH:7][CH:8]=[CH:9][CH:10]=2)[CH:5]=[C:4]([NH2:18])[C:2]1=[O:3], predict the reactants needed to synthesize it. The reactants are: [O:1]1[C:11]2[C:6](=[CH:7][CH:8]=[CH:9][CH:10]=2)[CH:5]=[CH:4][C:2]1=[O:3].C([NH2:18])CCCCC.C1CCN2C(=NCCC2)CC1. (2) Given the product [CH3:25][O:26][C:20]1[N:19]=[CH:18][C:17]([C:15]([N:8]2[C:9]3[C:14](=[CH:13][CH:12]=[CH:11][CH:10]=3)[CH:5]([C:3]([OH:2])=[O:4])[CH2:6][CH:7]2[CH3:24])=[O:16])=[CH:22][CH:21]=1, predict the reactants needed to synthesize it. The reactants are: C[O:2][C:3]([C@H:5]1[C:14]2[C:9](=[CH:10][CH:11]=[CH:12][CH:13]=2)[N:8]([C:15]([C:17]2[CH:18]=[N:19][C:20](Cl)=[CH:21][CH:22]=2)=[O:16])[C@@H:7]([CH3:24])[CH2:6]1)=[O:4].[CH3:25][O-:26].[Na+].CO.Cl. (3) Given the product [CH3:13][C:14]1[CH:19]=[CH:18][CH:17]=[C:16]([CH3:20])[C:15]=1[C:21]1[CH:22]=[C:23]2[C:29]([C:4](=[O:5])[CH:3]([CH2:7][CH3:8])[CH2:1][CH3:2])=[CH:28][NH:27][C:24]2=[CH:25][N:26]=1, predict the reactants needed to synthesize it. The reactants are: [CH2:1]([CH:3]([CH2:7][CH3:8])[C:4](Cl)=[O:5])[CH3:2].[Al+3].[Cl-].[Cl-].[Cl-].[CH3:13][C:14]1[CH:19]=[CH:18][CH:17]=[C:16]([CH3:20])[C:15]=1[C:21]1[CH:22]=[C:23]2[CH:29]=[CH:28][NH:27][C:24]2=[CH:25][N:26]=1.[Na+].[Cl-]. (4) Given the product [CH3:9][N:5]1[C:4]([C:10]2[CH:22]=[N:21][C:20]3[C:19]4[CH:18]=[CH:17][C:16]([C:23]([O:25][CH3:26])=[O:24])=[CH:15][C:14]=4[N:13]([CH:27]([C:34]4[CH:39]=[CH:38][CH:37]=[CH:36][CH:35]=4)[CH:28]4[CH2:29][CH2:30][O:31][CH2:32][CH2:33]4)[C:12]=3[CH:11]=2)=[C:3]([CH3:2])[S:7][C:6]1=[O:8], predict the reactants needed to synthesize it. The reactants are: O[CH2:2][C:3]1[S:7][C:6](=[O:8])[N:5]([CH3:9])[C:4]=1[C:10]1[CH:22]=[N:21][C:20]2[C:19]3[CH:18]=[CH:17][C:16]([C:23]([O:25][CH3:26])=[O:24])=[CH:15][C:14]=3[N:13]([CH:27]([C:34]3[CH:39]=[CH:38][CH:37]=[CH:36][CH:35]=3)[CH:28]3[CH2:33][CH2:32][O:31][CH2:30][CH2:29]3)[C:12]=2[CH:11]=1.C([SiH](CC)CC)C.C(O)(C(F)(F)F)=O. (5) Given the product [Cl:18][C:2]1[N:6]([CH2:7][CH2:8][O:9][CH2:10][CH3:11])[C:5]2[CH:12]=[CH:13][CH:14]=[CH:15][C:4]=2[N:3]=1, predict the reactants needed to synthesize it. The reactants are: O[C:2]1[N:6]([CH2:7][CH2:8][O:9][CH2:10][CH3:11])[C:5]2[CH:12]=[CH:13][CH:14]=[CH:15][C:4]=2[N:3]=1.P(Cl)(Cl)([Cl:18])=O.[OH-].[Na+]. (6) Given the product [CH3:22][C:21]([CH3:24])([CH3:23])[C:20]([O:26][CH2:27][O:16][C:15](=[O:17])[CH2:14][CH2:13][CH2:12][CH2:11][CH2:10][CH2:9][CH2:8][C:7]([O:19][CH2:1][O:4][C:33](=[O:34])[C:21]([CH3:23])([CH3:22])[CH3:20])=[O:18])=[O:25], predict the reactants needed to synthesize it. The reactants are: [C:1](=[O:4])([O-])[O-].[Cs+].[Cs+].[C:7]([OH:19])(=[O:18])[CH2:8][CH2:9][CH2:10][CH2:11][CH2:12][CH2:13][CH2:14][C:15]([OH:17])=[O:16].[C:20]([O:26][CH2:27]Cl)(=[O:25])[C:21]([CH3:24])([CH3:23])[CH3:22].[Na+].[I-].CN(C)[CH:33]=[O:34]. (7) Given the product [CH3:12][C:13]([C:8]1[CH:9]=[CH:10][C:5]([CH3:11])=[CH:6][CH:7]=1)([CH3:18])[CH2:14][C:15]([OH:17])=[O:16], predict the reactants needed to synthesize it. The reactants are: [Cl-].[Al+3].[Cl-].[Cl-].[C:5]1([CH3:11])[CH:10]=[CH:9][CH:8]=[CH:7][CH:6]=1.[CH3:12][C:13]([CH3:18])=[CH:14][C:15]([OH:17])=[O:16].Cl. (8) Given the product [C:9]1([C:5]2[C:6]3[C:2](=[O:3])[NH:1][CH:21]=[N:8][C:7]=3[O:31][C:4]=2[C:15]2[CH:20]=[CH:19][CH:18]=[CH:17][CH:16]=2)[CH:14]=[CH:13][CH:12]=[CH:11][CH:10]=1, predict the reactants needed to synthesize it. The reactants are: [NH2:1][C:2]1[O:3][C:4]([C:15]2[CH:20]=[CH:19][CH:18]=[CH:17][CH:16]=2)=[C:5]([C:9]2[CH:14]=[CH:13][CH:12]=[CH:11][CH:10]=2)[C:6]=1[C:7]#[N:8].[CH:21](O)=O.C(OC(=O)C)(=O)C.[OH2:31].